This data is from Full USPTO retrosynthesis dataset with 1.9M reactions from patents (1976-2016). The task is: Predict the reactants needed to synthesize the given product. (1) Given the product [C:1]([O:5][C:6]([N:8]1[C:16]2[C:11](=[CH:12][CH:13]=[CH:14][CH:15]=2)[C:10]([CH2:17][O:18][C:28](=[O:33])[CH2:29][CH2:30][CH2:31][CH3:32])=[CH:9]1)=[O:7])([CH3:4])([CH3:2])[CH3:3], predict the reactants needed to synthesize it. The reactants are: [C:1]([O:5][C:6]([N:8]1[C:16]2[C:11](=[CH:12][CH:13]=[CH:14][CH:15]=2)[C:10]([CH2:17][OH:18])=[CH:9]1)=[O:7])([CH3:4])([CH3:3])[CH3:2].CC1C=CN=C(N)C=1C.[C:28](O[C:28](=[O:33])[CH2:29][CH2:30][CH2:31][CH3:32])(=[O:33])[CH2:29][CH2:30][CH2:31][CH3:32].C(O)(=O)CC(CC(O)=O)(C(O)=O)O. (2) Given the product [ClH:11].[CH3:1][CH:2]1[CH2:7][CH2:6][CH2:5][NH:4][CH:3]1[C:8]([OH:10])=[O:9], predict the reactants needed to synthesize it. The reactants are: [CH3:1][C:2]1[C:3]([C:8]([OH:10])=[O:9])=[N:4][CH:5]=[CH:6][CH:7]=1.[ClH:11]. (3) Given the product [Cl:1][C:2]1[C:3]([OH:23])=[CH:4][CH:5]=[C:6]2[C:11]=1[C:10]([C:12]#[N:13])=[CH:9][C:8]([C:14]1[CH:19]=[CH:18][C:17]([OH:20])=[C:16]([F:22])[CH:15]=1)=[CH:7]2, predict the reactants needed to synthesize it. The reactants are: [Cl:1][C:2]1[C:3]([OH:23])=[CH:4][CH:5]=[C:6]2[C:11]=1[C:10]([C:12]#[N:13])=[CH:9][C:8]([C:14]1[CH:19]=[CH:18][C:17]([O:20]C)=[C:16]([F:22])[CH:15]=1)=[CH:7]2.Cl.[NH+]1C=CC=CC=1.